This data is from Forward reaction prediction with 1.9M reactions from USPTO patents (1976-2016). The task is: Predict the product of the given reaction. (1) Given the reactants N[C:2]1[CH:9]=[C:8](OC)[CH:7]=[C:6](F)[C:3]=1[C:4]#[N:5].F[C:14]1[CH:23]=[C:22]([O:24][CH3:25])[CH:21]=[C:20]2[C:15]=1[C:16](=[O:26])[NH:17][CH:18]=[N:19]2, predict the reaction product. The product is: [CH2:4]([N:5]1[CH2:23][CH2:14][CH2:15][CH2:20][C@@H:21]1[CH2:22][O:24][C:14]1[CH:23]=[C:22]([O:24][CH3:25])[CH:21]=[C:20]2[C:15]=1[C:16](=[O:26])[NH:17][CH:18]=[N:19]2)[C:3]1[CH:2]=[CH:9][CH:8]=[CH:7][CH:6]=1. (2) Given the reactants Cl.[Cl:2][C:3]1[CH:8]=[C:7]([Cl:9])[CH:6]=[CH:5][C:4]=1[S:10]([NH:13][CH2:14][CH2:15][N:16]1[CH2:21][CH2:20][NH:19][CH2:18][CH2:17]1)(=[O:12])=[O:11].C(Cl)CCl.C1C=C2C(N(O)N=NC2=CC=1)=O.[S:38]1[C:42]2[CH:43]=[CH:44][CH:45]=[CH:46][C:41]=2[CH:40]=[C:39]1[C:47]([NH:49][C@H:50]([C:55](O)=[O:56])[CH2:51][CH:52]([CH3:54])[CH3:53])=[O:48].CN1CCOCC1, predict the reaction product. The product is: [Cl:2][C:3]1[CH:8]=[C:7]([Cl:9])[CH:6]=[CH:5][C:4]=1[S:10]([NH:13][CH2:14][CH2:15][N:16]1[CH2:21][CH2:20][N:19]([C:55]([C@@H:50]([NH:49][C:47]([C:39]2[S:38][C:42]3[CH:43]=[CH:44][CH:45]=[CH:46][C:41]=3[CH:40]=2)=[O:48])[CH2:51][CH:52]([CH3:54])[CH3:53])=[O:56])[CH2:18][CH2:17]1)(=[O:12])=[O:11]. (3) Given the reactants C([O:5][C:6]([C@H:8]1[CH2:12][CH2:11][CH2:10][N:9]1[C:13](=[O:40])[CH2:14][CH2:15][N:16]([CH2:33][C:34]1[CH:39]=[CH:38][CH:37]=[CH:36][CH:35]=1)[CH2:17][CH2:18][C:19]([N:21]1[CH2:25][CH2:24][CH2:23][C@@H:22]1[C:26]([O:28]C(C)(C)C)=[O:27])=[O:20])=[O:7])(C)(C)C.[F:41][C:42]([F:47])([F:46])[C:43]([OH:45])=[O:44], predict the reaction product. The product is: [F:41][C:42]([F:47])([F:46])[C:43]([OH:45])=[O:44].[CH2:33]([N:16]([CH2:15][CH2:14][C:13]([N:9]1[CH2:10][CH2:11][CH2:12][C@@H:8]1[C:6]([OH:7])=[O:5])=[O:40])[CH2:17][CH2:18][C:19]([N:21]1[CH2:25][CH2:24][CH2:23][C@@H:22]1[C:26]([OH:28])=[O:27])=[O:20])[C:34]1[CH:35]=[CH:36][CH:37]=[CH:38][CH:39]=1. (4) Given the reactants [OH:1][C:2]1[CH:3]=[CH:4][C:5]([CH3:8])=[N:6][CH:7]=1.N1C=CC=CC=1.[F:15][C:16]([F:29])([F:28])[S:17](O[S:17]([C:16]([F:29])([F:28])[F:15])(=[O:19])=[O:18])(=[O:19])=[O:18].C([O-])(=O)C.[NH4+], predict the reaction product. The product is: [CH3:8][C:5]1[CH:4]=[CH:3][C:2]([O:1][S:17]([C:16]([F:29])([F:28])[F:15])(=[O:19])=[O:18])=[CH:7][N:6]=1. (5) Given the reactants [C:1]([Si:5]([O:8][CH2:9][CH2:10][CH2:11][C@@H:12]([O:33][CH2:34][C:35]1[CH:40]=[CH:39][C:38]([O:41][CH2:42][CH2:43][CH2:44][C:45]([F:75])([F:74])[C:46]([F:73])([F:72])[C:47]([F:71])([F:70])[C:48]([F:69])([F:68])[C:49]([F:67])([F:66])[C:50]([F:65])([F:64])[C:51]([F:63])([F:62])[C:52]([F:61])([F:60])[C:53]([F:59])([F:58])[C:54]([F:57])([F:56])[F:55])=[CH:37][CH:36]=1)[C@H:13]([CH3:32])[C@@H:14]([O:20][CH2:21][C:22]1[CH:27]=[CH:26][C:25]([O:28][CH3:29])=[C:24]([O:30][CH3:31])[CH:23]=1)[C@@H:15]([CH3:19])/[CH:16]=[CH:17]\I)([CH3:7])[CH3:6])([CH3:4])([CH3:3])[CH3:2].[C:76]1([Zn]I)[CH:81]=[CH:80][CH:79]=[CH:78][CH:77]=1.CCOC(C)=O.CCCCCC, predict the reaction product. The product is: [C:1]([Si:5]([O:8][CH2:9][CH2:10][CH2:11][C@@H:12]([O:33][CH2:34][C:35]1[CH:40]=[CH:39][C:38]([O:41][CH2:42][CH2:43][CH2:44][C:45]([F:75])([F:74])[C:46]([F:73])([F:72])[C:47]([F:71])([F:70])[C:48]([F:69])([F:68])[C:49]([F:67])([F:66])[C:50]([F:65])([F:64])[C:51]([F:63])([F:62])[C:52]([F:61])([F:60])[C:53]([F:59])([F:58])[C:54]([F:57])([F:56])[F:55])=[CH:37][CH:36]=1)[C@H:13]([CH3:32])[C@@H:14]([O:20][CH2:21][C:22]1[CH:27]=[CH:26][C:25]([O:28][CH3:29])=[C:24]([O:30][CH3:31])[CH:23]=1)[C@@H:15]([CH3:19])/[CH:16]=[CH:17]\[C:76]1[CH:81]=[CH:80][CH:79]=[CH:78][CH:77]=1)([CH3:7])[CH3:6])([CH3:4])([CH3:3])[CH3:2]. (6) Given the reactants [H-].[Al+3].[Li+].[H-].[H-].[H-].[CH2:7]1[N:12]2[C:13]3[CH:19]=[CH:18][C:17]([C:20](OCC)=[O:21])=[CH:16][C:14]=3[N:15]=[C:11]2[CH2:10][CH2:9][CH2:8]1.C(=O)(O)[O-].[Na+].C(OCC)(=O)C, predict the reaction product. The product is: [CH2:7]1[N:12]2[C:13]3[CH:19]=[CH:18][C:17]([CH2:20][OH:21])=[CH:16][C:14]=3[N:15]=[C:11]2[CH2:10][CH2:9][CH2:8]1.